From a dataset of Forward reaction prediction with 1.9M reactions from USPTO patents (1976-2016). Predict the product of the given reaction. (1) Given the reactants [N:1]1[CH:6]=[CH:5][CH:4]=[C:3]([C:7]2[CH:8]=[C:9]3[C:15]([C:16]4[N:21]=[C:20]([N:22]5[CH2:27][CH2:26][CH:25]([CH2:28][NH:29]C(=O)OC(C)(C)C)[CH2:24][CH2:23]5)[CH:19]=[CH:18][CH:17]=4)=[N:14][N:13](COCC[Si](C)(C)C)[C:10]3=[CH:11][N:12]=2)[CH:2]=1.Cl, predict the reaction product. The product is: [N:1]1[CH:6]=[CH:5][CH:4]=[C:3]([C:7]2[CH:8]=[C:9]3[C:15]([C:16]4[N:21]=[C:20]([N:22]5[CH2:27][CH2:26][CH:25]([CH2:28][NH2:29])[CH2:24][CH2:23]5)[CH:19]=[CH:18][CH:17]=4)=[N:14][NH:13][C:10]3=[CH:11][N:12]=2)[CH:2]=1. (2) Given the reactants [Cl:1][C:2]1[N:31]=[CH:30][C:5]2[N:6]=[C:7]([CH3:29])[N:8]([C:11]3[CH:16]=[CH:15][C:14]([O:17][CH2:18][CH2:19][CH2:20][N:21]4[CH2:26][CH2:25][CH2:24][CH2:23][CH2:22]4)=[CH:13][C:12]=3[O:27]C)[C:9](=[O:10])[C:4]=2[CH:3]=1.B(Br)(Br)Br.O, predict the reaction product. The product is: [Cl:1][C:2]1[N:31]=[CH:30][C:5]2[N:6]=[C:7]([CH3:29])[N:8]([C:11]3[CH:16]=[CH:15][C:14]([O:17][CH2:18][CH2:19][CH2:20][N:21]4[CH2:26][CH2:25][CH2:24][CH2:23][CH2:22]4)=[CH:13][C:12]=3[OH:27])[C:9](=[O:10])[C:4]=2[CH:3]=1.